From a dataset of NCI-60 drug combinations with 297,098 pairs across 59 cell lines. Regression. Given two drug SMILES strings and cell line genomic features, predict the synergy score measuring deviation from expected non-interaction effect. (1) Drug 1: CC12CCC3C(C1CCC2O)C(CC4=C3C=CC(=C4)O)CCCCCCCCCS(=O)CCCC(C(F)(F)F)(F)F. Drug 2: C1CN(P(=O)(OC1)NCCCl)CCCl. Cell line: UACC-257. Synergy scores: CSS=-1.05, Synergy_ZIP=5.38, Synergy_Bliss=-1.81, Synergy_Loewe=-2.58, Synergy_HSA=-3.44. (2) Drug 1: CN(C)C1=NC(=NC(=N1)N(C)C)N(C)C. Drug 2: COC1=C2C(=CC3=C1OC=C3)C=CC(=O)O2. Cell line: M14. Synergy scores: CSS=-4.78, Synergy_ZIP=3.66, Synergy_Bliss=1.66, Synergy_Loewe=-2.06, Synergy_HSA=-3.51. (3) Drug 1: CCCS(=O)(=O)NC1=C(C(=C(C=C1)F)C(=O)C2=CNC3=C2C=C(C=N3)C4=CC=C(C=C4)Cl)F. Drug 2: CC1=C(C(=CC=C1)Cl)NC(=O)C2=CN=C(S2)NC3=CC(=NC(=N3)C)N4CCN(CC4)CCO. Cell line: MALME-3M. Synergy scores: CSS=35.4, Synergy_ZIP=-1.80, Synergy_Bliss=-6.41, Synergy_Loewe=-7.78, Synergy_HSA=-6.06. (4) Drug 1: C1=NC2=C(N=C(N=C2N1C3C(C(C(O3)CO)O)O)F)N. Drug 2: CC(C)NC(=O)C1=CC=C(C=C1)CNNC.Cl. Cell line: IGROV1. Synergy scores: CSS=-0.269, Synergy_ZIP=-0.0311, Synergy_Bliss=-1.28, Synergy_Loewe=-1.82, Synergy_HSA=-2.01.